From a dataset of Catalyst prediction with 721,799 reactions and 888 catalyst types from USPTO. Predict which catalyst facilitates the given reaction. (1) Reactant: [C:1](#[N:5])[CH2:2][C:3]#[N:4].I[CH2:7][CH2:8][C:9]([F:18])([C:14]([F:17])([F:16])[F:15])[C:10]([F:13])([F:12])[F:11].C(=O)([O-])[O-].[K+].[K+].Cl. Product: [F:18][C:9]([C:14]([F:17])([F:16])[F:15])([C:10]([F:13])([F:12])[F:11])[CH2:8][CH2:7][C:2]([CH2:7][CH2:8][C:9]([C:10]([F:11])([F:12])[F:13])([F:18])[C:14]([F:17])([F:16])[F:15])([C:1]#[N:5])[C:3]#[N:4]. The catalyst class is: 57. (2) Reactant: C([C:3]1[N:4]([CH2:17][C:18]2[CH:23]=[CH:22][CH:21]=[CH:20][C:19]=2[C:24]2[CH:29]=[CH:28][C:27]([Cl:30])=[CH:26][CH:25]=2)[C:5]2[C:10]([C:11](=[O:16])[C:12]=1[C:13]([OH:15])=[O:14])=[N:9][CH:8]=[CH:7][CH:6]=2)C.O.[OH-].[Li+]. Product: [Cl:30][C:27]1[CH:28]=[CH:29][C:24]([C:19]2[CH:20]=[CH:21][CH:22]=[CH:23][C:18]=2[CH2:17][N:4]2[C:5]3[C:10](=[N:9][CH:8]=[CH:7][CH:6]=3)[C:11](=[O:16])[C:12]([C:13]([OH:15])=[O:14])=[CH:3]2)=[CH:25][CH:26]=1. The catalyst class is: 24. (3) Reactant: F[C:2]1[C:3]([N+:11]([O-:13])=[O:12])=[C:4]([CH:7]=[C:8]([F:10])[CH:9]=1)[C:5]#[N:6].[CH:14]1([C:17]2[NH:21][N:20]=[C:19]([NH2:22])[CH:18]=2)[CH2:16][CH2:15]1.CCN(C(C)C)C(C)C. Product: [CH:14]1([C:17]2[NH:21][N:20]=[C:19]([NH:22][C:2]3[C:3]([N+:11]([O-:13])=[O:12])=[C:4]([CH:7]=[C:8]([F:10])[CH:9]=3)[C:5]#[N:6])[CH:18]=2)[CH2:16][CH2:15]1. The catalyst class is: 1. (4) Reactant: [F:1][C:2]([F:18])([F:17])[C:3]1[CH:4]=[C:5]([CH:14]=[CH:15][CH:16]=1)[CH2:6][CH:7]1[S:11][C:10]([NH2:12])=[N:9][C:8]1=[O:13].[C:19]1([N:25]=[C:26]=[O:27])[CH:24]=[CH:23][CH:22]=[CH:21][CH:20]=1. Product: [F:18][C:2]([F:1])([F:17])[C:3]1[CH:4]=[C:5]([CH:14]=[CH:15][CH:16]=1)[CH2:6][CH:7]1[S:11][C:10](=[N:12][C:26]([NH:25][C:19]2[CH:24]=[CH:23][CH:22]=[CH:21][CH:20]=2)=[O:27])[NH:9][C:8]1=[O:13]. The catalyst class is: 11. (5) Reactant: [CH3:1][O:2][C:3](=[O:29])[CH2:4][C:5]1[CH:6]=[C:7]([C:12]2[CH:17]=[CH:16][C:15]([C:18]([F:21])([F:20])[F:19])=[CH:14][C:13]=2[CH2:22][NH:23][CH2:24][C:25]([F:28])([F:27])[F:26])[C:8]([F:11])=[CH:9][CH:10]=1.Cl[C:31]([O:33][CH2:34][C:35]1[CH:40]=[CH:39][CH:38]=[CH:37][CH:36]=1)=[O:32].C(N(CC)CC)C.[H-].[Na+]. Product: [CH3:1][O:2][C:3](=[O:29])[CH2:4][C:5]1[CH:6]=[C:7]([C:12]2[CH:17]=[CH:16][C:15]([C:18]([F:19])([F:20])[F:21])=[CH:14][C:13]=2[CH2:22][N:23]([C:31]([O:33][CH2:34][C:35]2[CH:40]=[CH:39][CH:38]=[CH:37][CH:36]=2)=[O:32])[CH2:24][C:25]([F:28])([F:26])[F:27])[C:8]([F:11])=[CH:9][CH:10]=1. The catalyst class is: 606. (6) Reactant: [C:1]1([S:7]([N:10]2[C:14]3=[N:15][CH:16]=[C:17]([O:19][CH3:20])[CH:18]=[C:13]3[CH:12]=[CH:11]2)(=[O:9])=[O:8])[CH:6]=[CH:5][CH:4]=[CH:3][CH:2]=1.C([N-]C(C)C)(C)C.[Li+].C([Li])CCC.CCCCCC.C(NC(C)C)(C)C.[O:47]1[CH2:51][CH2:50][CH2:49][CH:48]1[CH2:52][CH:53]=[O:54]. Product: [C:1]1([S:7]([N:10]2[C:14]3=[N:15][CH:16]=[C:17]([O:19][CH3:20])[CH:18]=[C:13]3[CH:12]=[C:11]2[CH:53]([OH:54])[CH2:52][CH:48]2[CH2:49][CH2:50][CH2:51][O:47]2)(=[O:8])=[O:9])[CH:6]=[CH:5][CH:4]=[CH:3][CH:2]=1. The catalyst class is: 7.